From a dataset of Reaction yield outcomes from USPTO patents with 853,638 reactions. Predict the reaction yield, written as a fraction of the theoretical maximum amount of product (1.0 means a 100% yield; for example, 0.34 means a 34% yield). (1) The reactants are [CH2:1]([N:5]1[CH:9]=[C:8]([C:10]2[O:14][N:13]=[C:12]([C:15]3[CH:20]=[CH:19][C:18]([O:21]C(C)C)=[C:17]([I:25])[CH:16]=3)[N:11]=2)[CH:7]=[N:6]1)[CH2:2][CH2:3][CH3:4].ClC1C=C(C2ON=C(C3C=CC(OC(C)C)=C(I)C=3)N=2)C=CC=1OCCC. No catalyst specified. The product is [CH2:1]([N:5]1[CH:9]=[C:8]([C:10]2[O:14][N:13]=[C:12]([C:15]3[CH:20]=[CH:19][C:18]([OH:21])=[C:17]([I:25])[CH:16]=3)[N:11]=2)[CH:7]=[N:6]1)[CH2:2][CH2:3][CH3:4]. The yield is 0.720. (2) The reactants are FC(F)(F)S(O[C:7]1[C:12]([C:14]2[CH:19]=[CH:18][C:17]([Cl:20])=[C:16]([C:21]([F:24])([F:23])[F:22])[CH:15]=2)([CH3:13])[CH2:11][CH:10]([O:25][CH2:26][C:27]2[CH:32]=[CH:31][CH:30]=[CH:29][CH:28]=2)[CH2:9][CH:8]=1)(=O)=O.C1(P(C2C=CC=CC=2)C2C=CC=CC=2)C=CC=CC=1.[CH3:54][OH:55].C(N(CC)CC)C.CN([CH:66]=[O:67])C. The catalyst is C([O-])(=O)C.[Pd+2].C([O-])(=O)C. The product is [CH2:26]([O:25][CH:10]1[CH2:11][C:12]([C:14]2[CH:19]=[CH:18][C:17]([Cl:20])=[C:16]([C:21]([F:23])([F:22])[F:24])[CH:15]=2)([CH3:13])[C:7]([C:54]([O:67][CH3:66])=[O:55])=[CH:8][CH2:9]1)[C:27]1[CH:32]=[CH:31][CH:30]=[CH:29][CH:28]=1. The yield is 0.780. (3) The reactants are [CH3:1][CH:2]([CH2:19][CH2:20][N:21]1[CH2:26][CH2:25][O:24][CH2:23][CH2:22]1)[C:3]([C:5]1[CH:10]=[CH:9][CH:8]=[C:7]([O:11]CC2C=CC=CC=2)[CH:6]=1)=[O:4].CC1CC=CCC=1. The catalyst is CCO.[Pd]. The product is [OH:11][C:7]1[CH:6]=[C:5]([C:3](=[O:4])[CH:2]([CH3:1])[CH2:19][CH2:20][N:21]2[CH2:26][CH2:25][O:24][CH2:23][CH2:22]2)[CH:10]=[CH:9][CH:8]=1. The yield is 0.990. (4) The reactants are [Cl:1][C:2]1[N:7]=[CH:6][C:5]([N:8]2[CH2:12][CH2:11][C@@H:10]3[CH2:13][N:14](C(OC(C)(C)C)=O)[CH2:15][C@H:9]23)=[CH:4][CH:3]=1.FC(F)(F)C(O)=O. No catalyst specified. The product is [Cl:1][C:2]1[N:7]=[CH:6][C:5]([N:8]2[CH2:12][CH2:11][C@@H:10]3[CH2:13][NH:14][CH2:15][C@H:9]23)=[CH:4][CH:3]=1. The yield is 0.960. (5) The reactants are [CH3:1][O:2][C:3]1[CH:4]=[C:5]2[C:10](=[CH:11][C:12]=1[O:13][CH3:14])[N:9]=[CH:8][CH:7]=[C:6]2[O:15][C:16]1[CH:22]=[CH:21][C:19]([NH2:20])=[C:18]([CH3:23])[C:17]=1[CH3:24].C1(C)C=CC=CC=1.C(N(CC)CC)C.Cl[C:40](Cl)([O:42]C(=O)OC(Cl)(Cl)Cl)Cl.[CH3:51][O:52][C:53]1[CH:61]=[CH:60][C:56]([CH:57]([OH:59])[CH3:58])=[CH:55][CH:54]=1. The catalyst is C(Cl)Cl. The product is [CH3:1][O:2][C:3]1[CH:4]=[C:5]2[C:10](=[CH:11][C:12]=1[O:13][CH3:14])[N:9]=[CH:8][CH:7]=[C:6]2[O:15][C:16]1[CH:22]=[CH:21][C:19]([NH:20][C:40](=[O:42])[O:59][CH:57]([C:56]2[CH:60]=[CH:61][C:53]([O:52][CH3:51])=[CH:54][CH:55]=2)[CH3:58])=[C:18]([CH3:23])[C:17]=1[CH3:24]. The yield is 0.660.